Dataset: Catalyst prediction with 721,799 reactions and 888 catalyst types from USPTO. Task: Predict which catalyst facilitates the given reaction. (1) Reactant: [CH3:1][O:2][C:3]1([C:12]2[CH:13]=[C:14]([CH:17]=[CH:18][CH:19]=2)[C:15]#[N:16])[CH2:8][CH2:7][CH2:6][CH2:5][CH:4]1[CH2:9][NH:10][CH3:11].[ClH:20]. Product: [ClH:20].[CH3:1][O:2][C:3]1([C:12]2[CH:13]=[C:14]([CH:17]=[CH:18][CH:19]=2)[C:15]#[N:16])[CH2:8][CH2:7][CH2:6][CH2:5][CH:4]1[CH2:9][NH:10][CH3:11].[ClH:20]. The catalyst class is: 237. (2) Reactant: [CH:1]1([O:6][C:7]2[N:15]=[C:14]3[C:10]([N:11]=[CH:12][N:13]3[C@@H:16]3[O:22][C@H:21]([CH3:23])[C@:19]([CH:24]=[CH2:25])([OH:20])[C@H:17]3[OH:18])=[C:9]([NH2:26])[N:8]=2)[CH2:5][CH2:4][CH2:3][CH2:2]1. Product: [CH:1]1([O:6][C:7]2[N:15]=[C:14]3[C:10]([N:11]=[CH:12][N:13]3[C@@H:16]3[O:22][C@H:21]([CH3:23])[C@:19]([CH2:24][CH3:25])([OH:20])[C@H:17]3[OH:18])=[C:9]([NH2:26])[N:8]=2)[CH2:2][CH2:3][CH2:4][CH2:5]1. The catalyst class is: 29. (3) Reactant: [CH3:1][C:2]1[CH:3]=[CH:4][C:5]([C:8]2[CH:13]=[CH:12][C:11]([CH2:14][CH2:15][CH2:16][OH:17])=[CH:10][CH:9]=2)=[N:6][CH:7]=1.CC1(C)N([O])C(C)(C)CCC1.[Br-].[K+].Cl[O-].[Na+].C(=O)(O)[O-].[Na+]. Product: [CH3:1][C:2]1[CH:3]=[CH:4][C:5]([C:8]2[CH:13]=[CH:12][C:11]([CH2:14][CH2:15][CH:16]=[O:17])=[CH:10][CH:9]=2)=[N:6][CH:7]=1. The catalyst class is: 4. (4) Reactant: [NH2:1][C@H:2]([C:11]([OH:13])=[O:12])[CH2:3][C:4]1[CH:9]=[CH:8][C:7]([OH:10])=[CH:6][CH:5]=1.C(N(CC)CC)C.[C:21](O[C:21]([O:23][C:24]([CH3:27])([CH3:26])[CH3:25])=[O:22])([O:23][C:24]([CH3:27])([CH3:26])[CH3:25])=[O:22]. Product: [C:24]([O:23][C:21]([NH:1][C@H:2]([C:11]([OH:13])=[O:12])[CH2:3][C:4]1[CH:5]=[CH:6][C:7]([OH:10])=[CH:8][CH:9]=1)=[O:22])([CH3:27])([CH3:26])[CH3:25]. The catalyst class is: 38. (5) Reactant: C([N:8]1[CH2:22][CH2:21][CH2:20][C:11]2([C:15]3[CH:16]=[CH:17][CH:18]=[CH:19][C:14]=3[CH2:13][O:12]2)[CH2:10][CH2:9]1)C1C=CC=CC=1.[H][H]. Product: [C:11]12([CH2:20][CH2:21][CH2:22][NH:8][CH2:9][CH2:10]1)[C:15]1[CH:16]=[CH:17][CH:18]=[CH:19][C:14]=1[CH2:13][O:12]2. The catalyst class is: 19.